This data is from Catalyst prediction with 721,799 reactions and 888 catalyst types from USPTO. The task is: Predict which catalyst facilitates the given reaction. (1) Reactant: [I-].[C:2]([O:6][C:7]([NH:9][CH2:10][CH2:11][C:12]1[N:13]([CH3:24])[CH:14]=[C:15]([C:17]2[CH:18]=[N+:19](C)[CH:20]=[CH:21][CH:22]=2)[N:16]=1)=[O:8])([CH3:5])([CH3:4])[CH3:3].CN1C=CN=C1. Product: [CH3:24][N:13]1[CH:14]=[C:15]([C:17]2[CH:18]=[N:19][CH:20]=[CH:21][CH:22]=2)[N:16]=[C:12]1[CH2:11][CH2:10][NH:9][C:7](=[O:8])[O:6][C:2]([CH3:4])([CH3:3])[CH3:5]. The catalyst class is: 6. (2) Reactant: [CH3:1][O:2][C:3]1[CH:15]=[CH:14][C:6]([O:7][CH2:8][C:9]([CH3:13])([CH3:12])[CH2:10][OH:11])=[CH:5][CH:4]=1.C1C=C[NH+]=CC=1.C1C=C[NH+]=CC=1.[O-][Cr](O[Cr]([O-])(=O)=O)(=O)=O. Product: [CH3:1][O:2][C:3]1[CH:15]=[CH:14][C:6]([O:7][CH2:8][C:9]([CH3:12])([CH3:13])[CH:10]=[O:11])=[CH:5][CH:4]=1. The catalyst class is: 2. (3) The catalyst class is: 66. Reactant: [CH3:1][C@:2]12[C@H:12]([CH2:13]/[CH:14]=[C:15]3\[C@H:16]([OH:21])[CH2:17][O:18][C:19]\3=[O:20])[C:10](=[CH2:11])[CH2:9][CH2:8][C@@H:7]1[C@@:6]([CH2:23][OH:24])([CH3:22])[C@H:5]([OH:25])[CH2:4][CH2:3]2.CO[C:28](OC)([CH3:30])[CH3:29].C1(C)C=CC(S([O-])(=O)=O)=CC=1.[NH+]1C=CC=CC=1.C1C=CC=CC=1.CS(C)=O. Product: [CH3:1][C@:2]12[C@H:12]([CH2:13]/[CH:14]=[C:15]3\[C@H:16]([OH:21])[CH2:17][O:18][C:19]\3=[O:20])[C:10](=[CH2:11])[CH2:9][CH2:8][C@@H:7]1[C@:6]1([CH3:22])[CH2:23][O:24][C:28]([CH3:30])([CH3:29])[O:25][C@@H:5]1[CH2:4][CH2:3]2. (4) The catalyst class is: 21. Product: [Cl:1][C:2]1[CH:7]=[C:6]([F:8])[CH:5]=[CH:4][C:3]=1[C:9]1[C:13]2=[N:14][CH:15]=[CH:16][C:17]([C:18]3[C:23]([OH:26])=[N:22][CH:21]=[N:20][CH:19]=3)=[C:12]2[O:11][N:10]=1. Reactant: [Cl:1][C:2]1[CH:7]=[C:6]([F:8])[CH:5]=[CH:4][C:3]=1[C:9]1[C:13]2=[N:14][CH:15]=[CH:16][C:17]([C:18]3[CH:19]=[N:20][CH:21]=[N:22][CH:23]=3)=[C:12]2[O:11][N:10]=1.C(OO)(=[O:26])C.S(=O)(=O)(O)O.[OH-].[Na+]. (5) Reactant: [F:1][C:2]([F:7])([F:6])[C:3]([O-:5])=[O:4].[C:8]([CH2:11][N+:12]12[CH2:19][CH2:18][CH:15]([CH2:16][CH2:17]1)[C@@H:14]([O:20][C:21](=[O:36])[C:22]([OH:35])([C:29]1[CH:34]=[CH:33][CH:32]=[CH:31][CH:30]=1)[C:23]1[CH:28]=[CH:27][CH:26]=[CH:25][CH:24]=1)[CH2:13]2)([OH:10])=O.CCN(C(C)C)C(C)C.CN(C(ON1N=NC2C=CC=NC1=2)=[N+](C)C)C.F[P-](F)(F)(F)(F)F.Cl.[CH2:71]([C:73]1[CH:74]=[C:75]2[C:79](=[CH:80][C:81]=1[CH2:82][CH3:83])[CH2:78][CH:77]([NH2:84])[CH2:76]2)[CH3:72]. Product: [F:1][C:2]([F:7])([F:6])[C:3]([OH:5])=[O:4].[F:1][C:2]([F:7])([F:6])[C:3]([O-:5])=[O:4].[CH2:82]([C:81]1[CH:80]=[C:79]2[C:75](=[CH:74][C:73]=1[CH2:71][CH3:72])[CH2:76][CH:77]([NH:84][C:8]([CH2:11][N+:12]13[CH2:17][CH2:16][CH:15]([CH2:18][CH2:19]1)[C@@H:14]([O:20][C:21](=[O:36])[C:22]([OH:35])([C:29]1[CH:34]=[CH:33][CH:32]=[CH:31][CH:30]=1)[C:23]1[CH:24]=[CH:25][CH:26]=[CH:27][CH:28]=1)[CH2:13]3)=[O:10])[CH2:78]2)[CH3:83]. The catalyst class is: 3. (6) Reactant: C([N:4]([CH2:8]C)C(C)C)(C)C.FC(F)(F)C(O)=O.[NH2:17][C:18]1[N:23]=[CH:22][N:21]=[C:20]2[N:24]([CH:28]([C:30]3[C:40]4[O:39][CH:38]([CH3:41])[CH2:37][N:36]([CH:42]5[CH2:45][CH:44]([C:46]([OH:48])=O)[CH2:43]5)[CH2:35][C:34]=4[C:33](F)=[C:32]([Cl:50])[CH:31]=3)[CH3:29])[N:25]=[C:26]([CH3:27])[C:19]=12.F[P-](F)(F)(F)(F)F.C[N+:59](C)=C(N(C)C)ON1C2N=CC=CC=2N=N1.N. Product: [NH2:17][C:18]1[N:23]=[CH:22][N:21]=[C:20]2[N:24]([CH:28]([C:30]3[C:40]4[O:39][C@@H:38]([CH3:41])[CH2:37][N:36]([CH:42]5[CH2:43][CH:44]([C:46]([NH2:59])=[O:48])[CH2:45]5)[CH2:35][C:34]=4[C:33]([C:8]#[N:4])=[C:32]([Cl:50])[CH:31]=3)[CH3:29])[N:25]=[C:26]([CH3:27])[C:19]=12. The catalyst class is: 737.